Dataset: Full USPTO retrosynthesis dataset with 1.9M reactions from patents (1976-2016). Task: Predict the reactants needed to synthesize the given product. (1) Given the product [CH3:1][O:2][C:3]1[CH:4]=[C:5]2[C:10](=[CH:11][C:12]=1[O:13][CH3:14])[N:9]=[CH:8][CH:7]=[C:6]2[O:15][C:16]1[CH:21]=[CH:20][C:19]([NH:22][CH:23]([C:28]([F:30])([F:31])[F:29])[CH2:24][C:25]([NH:33][C:34]2[CH:39]=[CH:38][CH:37]=[CH:36][CH:35]=2)=[O:26])=[CH:18][C:17]=1[F:32], predict the reactants needed to synthesize it. The reactants are: [CH3:1][O:2][C:3]1[CH:4]=[C:5]2[C:10](=[CH:11][C:12]=1[O:13][CH3:14])[N:9]=[CH:8][CH:7]=[C:6]2[O:15][C:16]1[CH:21]=[CH:20][C:19]([NH:22][CH:23]([C:28]([F:31])([F:30])[F:29])[CH2:24][C:25](O)=[O:26])=[CH:18][C:17]=1[F:32].[NH2:33][C:34]1[CH:39]=[CH:38][CH:37]=[CH:36][CH:35]=1.C(N(CC)C(C)C)(C)C.CN(C(ON1N=NC2C=CC=NC1=2)=[N+](C)C)C.F[P-](F)(F)(F)(F)F.[Cl-].[NH4+]. (2) Given the product [Cl:21][C:4]1[CH:3]=[CH:2][CH:20]=[CH:19][C:5]=1[CH:6]([C:27]1[CH:32]=[CH:31][CH:30]=[CH:29][N:28]=1)[CH:7]1[CH2:11][CH2:10][N:9]([CH:12]2[CH2:17][CH2:16][CH2:15][CH2:14][CH2:13]2)[C:8]1=[O:18], predict the reactants needed to synthesize it. The reactants are: Br[C:2]1[CH:20]=[CH:19][C:5]([CH2:6][CH:7]2[CH2:11][CH2:10][N:9]([CH:12]3[CH2:17][CH2:16][CH2:15][CH2:14][CH2:13]3)[C:8]2=[O:18])=[C:4]([Cl:21])[CH:3]=1.C([Sn](CCCC)(CCCC)[C:27]1[CH:32]=[CH:31][CH:30]=[CH:29][N:28]=1)CCC.O.C(OCC)(=O)C. (3) Given the product [C:24]([OH:31])(=[O:30])/[CH:25]=[CH:26]/[C:27]([OH:29])=[O:28].[Cl:1][C:2]1[CH:9]=[CH:8][C:5]([C:6]#[N:7])=[C:4]([O:10][C:11]2[CH:16]=[CH:15][CH:14]=[C:13]([CH2:17][NH:23][CH3:22])[C:12]=2[CH2:19][CH2:20][CH3:21])[CH:3]=1, predict the reactants needed to synthesize it. The reactants are: [Cl:1][C:2]1[CH:9]=[CH:8][C:5]([C:6]#[N:7])=[C:4]([O:10][C:11]2[CH:16]=[CH:15][CH:14]=[C:13]([CH2:17]Cl)[C:12]=2[CH2:19][CH2:20][CH3:21])[CH:3]=1.[CH3:22][NH2:23].[C:24]([OH:31])(=[O:30])/[CH:25]=[CH:26]/[C:27]([OH:29])=[O:28]. (4) Given the product [CH3:30][O:29][C:18]1[CH:19]=[C:20](/[CH:23]=[CH:24]/[C:25]([O:27][CH3:28])=[O:26])[CH:21]=[CH:22][C:17]=1[O:16][C:4]([F:7])([F:6])[F:5], predict the reactants needed to synthesize it. The reactants are: S(OS([C:4]([F:7])([F:6])[F:5])(=O)=O)([C:4]([F:7])([F:6])[F:5])(=O)=O.[OH:16][C:17]1[CH:22]=[CH:21][C:20](/[CH:23]=[CH:24]/[C:25]([O:27][CH3:28])=[O:26])=[CH:19][C:18]=1[O:29][CH3:30].C(N(CC)CC)C.